Dataset: Full USPTO retrosynthesis dataset with 1.9M reactions from patents (1976-2016). Task: Predict the reactants needed to synthesize the given product. (1) Given the product [CH3:25][O:24][C@@H:13]1[CH2:12][C@@H:11]2[C@@H:10]3[C@@H:19]([CH2:18][CH2:17][C@@:15]2([CH3:16])[CH2:14]1)[C@@:20]1([CH3:23])[C@@H:7]([CH2:6][C@@H:5]([O:4][CH2:3][O:2][CH3:1])[CH2:22][CH2:21]1)[CH2:8][CH2:9]3, predict the reactants needed to synthesize it. The reactants are: [CH3:1][O:2][CH2:3][O:4][C@H:5]1[CH2:22][CH2:21][C@:20]2([CH3:23])[C@H:7]([CH2:8][CH2:9][C@H:10]3[C@H:19]2[CH2:18][CH2:17][C@:15]2([CH3:16])[C@@H:11]3[CH2:12][C@@H:13]([OH:24])[CH2:14]2)[CH2:6]1.[CH3:25]I. (2) Given the product [CH3:25][O:26][C:27]1[O:24][N:23]=[C:2]([C:3]2[CH:8]=[CH:7][N:6]=[C:5]([N:9]3[CH2:14][CH2:13][N:12]([C:15]([O:17][CH2:18][C:19]([CH3:20])([CH3:21])[CH3:22])=[O:16])[CH2:11][CH2:10]3)[CH:4]=2)[N:1]=1, predict the reactants needed to synthesize it. The reactants are: [NH2:1][C:2](=[N:23][OH:24])[C:3]1[CH:8]=[CH:7][N:6]=[C:5]([N:9]2[CH2:14][CH2:13][N:12]([C:15]([O:17][CH2:18][C:19]([CH3:22])([CH3:21])[CH3:20])=[O:16])[CH2:11][CH2:10]2)[CH:4]=1.[CH3:25][O:26][CH2:27]C(Cl)=O. (3) The reactants are: Br.Br[CH2:3][C:4]([C:6]1[CH:11]=[N:10][CH:9]=[CH:8][N:7]=1)=[O:5].[C:12]1(=[O:22])[NH:16][C:15](=[O:17])[C:14]2=[CH:18][CH:19]=[CH:20][CH:21]=[C:13]12.[K]. Given the product [O:5]=[C:4]([C:6]1[CH:11]=[N:10][CH:9]=[CH:8][N:7]=1)[CH2:3][N:16]1[C:12](=[O:22])[C:13]2[C:14](=[CH:18][CH:19]=[CH:20][CH:21]=2)[C:15]1=[O:17], predict the reactants needed to synthesize it.